From a dataset of Forward reaction prediction with 1.9M reactions from USPTO patents (1976-2016). Predict the product of the given reaction. (1) Given the reactants [Br:1][CH2:2][CH2:3][CH2:4][O:5][C:6]1[CH:11]=[CH:10][C:9]([C:12]2[C:13]3[NH:17][C:16]([CH:18]=[C:19]4[N:46]=[C:22]([C:23]([C:35]5[CH:40]=[CH:39][C:38]([O:41][CH2:42][CH2:43][CH2:44]Br)=[CH:37][CH:36]=5)=[C:24]5[NH:34][C:27](=[CH:28][C:29]6[CH:30]=[CH:31][C:32]=2[N:33]=6)[CH:26]=[CH:25]5)[CH:21]=[CH:20]4)=[CH:15][CH:14]=3)=[CH:8][CH:7]=1.[CH3:47][N:48]([CH3:50])[CH3:49], predict the reaction product. The product is: [Br-:1].[Br-:1].[CH3:47][N+:48]([CH3:50])([CH3:49])[CH2:2][CH2:3][CH2:4][O:5][C:6]1[CH:11]=[CH:10][C:9]([C:12]2[C:13]3[NH:17][C:16]([CH:18]=[C:19]4[N:46]=[C:22]([C:23]([C:35]5[CH:40]=[CH:39][C:38]([O:41][CH2:42][CH2:43][CH2:44][N+:48]([CH3:50])([CH3:49])[CH3:47])=[CH:37][CH:36]=5)=[C:24]5[NH:34][C:27](=[CH:28][C:29]6[CH:30]=[CH:31][C:32]=2[N:33]=6)[CH:26]=[CH:25]5)[CH:21]=[CH:20]4)=[CH:15][CH:14]=3)=[CH:8][CH:7]=1. (2) Given the reactants [C:1]([C:5]1[N:18]([C:19]([NH2:21])=[O:20])[C:8]2=[C:9]([Cl:17])[N:10]=[C:11]([N+:14]([O-:16])=[O:15])[C:12]([OH:13])=[C:7]2[CH:6]=1)([CH3:4])([CH3:3])[CH3:2].C1C=CC(P(C2C=CC=CC=2)C2C=CC=CC=2)=CC=1.[Cl:41][C:42]1[C:47]([F:48])=[CH:46][CH:45]=[C:44]([Cl:49])[C:43]=1[C@@H:50](O)[CH3:51].CC(OC(/N=N/C(OC(C)C)=O)=O)C, predict the reaction product. The product is: [C:1]([C:5]1[N:18]([C:19]([NH2:21])=[O:20])[C:8]2=[C:9]([Cl:17])[N:10]=[C:11]([N+:14]([O-:16])=[O:15])[C:12]([O:13][C@@H:50]([C:43]3[C:44]([Cl:49])=[CH:45][CH:46]=[C:47]([F:48])[C:42]=3[Cl:41])[CH3:51])=[C:7]2[CH:6]=1)([CH3:4])([CH3:2])[CH3:3]. (3) Given the reactants [C:1]([C:5]1[CH:10]=[CH:9][C:8]([S:11]([N:14]([C:16]2[CH:20]=[CH:19][S:18][C:17]=2[C:21]([O:23]C)=[O:22])[CH3:15])(=[O:13])=[O:12])=[CH:7][CH:6]=1)([CH3:4])([CH3:3])[CH3:2].[OH-].[Na+], predict the reaction product. The product is: [C:1]([C:5]1[CH:10]=[CH:9][C:8]([S:11]([N:14]([C:16]2[CH:20]=[CH:19][S:18][C:17]=2[C:21]([OH:23])=[O:22])[CH3:15])(=[O:12])=[O:13])=[CH:7][CH:6]=1)([CH3:4])([CH3:2])[CH3:3]. (4) Given the reactants [F:1][CH:2]([F:18])[C:3](=O)[CH2:4][C:5]([C:7]1[CH:12]=[CH:11][C:10]([C:13]([F:16])([F:15])[F:14])=[CH:9][CH:8]=1)=O.[NH2:19][C:20]1[C:24]([C:25]2[CH:30]=[CH:29][N:28]=[CH:27][CH:26]=2)=[CH:23][NH:22][N:21]=1, predict the reaction product. The product is: [F:1][CH:2]([F:18])[C:3]1[N:21]2[N:22]=[CH:23][C:24]([C:25]3[CH:30]=[CH:29][N:28]=[CH:27][CH:26]=3)=[C:20]2[N:19]=[C:5]([C:7]2[CH:12]=[CH:11][C:10]([C:13]([F:16])([F:15])[F:14])=[CH:9][CH:8]=2)[CH:4]=1. (5) Given the reactants [NH:1]1[CH2:6][CH2:5][CH2:4][C@H:3]([NH:7]C(=O)OC(C)(C)C)[CH2:2]1.CN(C)C=O.F[C:21]1[CH:26]=[CH:25][C:24]([N+:27]([O-:29])=[O:28])=[CH:23][CH:22]=1.C(=O)([O-])[O-].[K+].[K+].C(O)(C(F)(F)F)=O, predict the reaction product. The product is: [N+:27]([C:24]1[CH:25]=[CH:26][C:21]([N:1]2[CH2:6][CH2:5][CH2:4][C@H:3]([NH2:7])[CH2:2]2)=[CH:22][CH:23]=1)([O-:29])=[O:28]. (6) Given the reactants [F:1][C:2]1[CH:11]=[C:10]([NH:12][S:13]([C:16]2[CH:21]=[CH:20][C:19]([C:22]3[CH:27]=[CH:26][N:25]=[C:24]([CH:28]4[CH2:33][CH2:32][O:31][CH2:30][CH2:29]4)[CH:23]=3)=[CH:18][N:17]=2)(=[O:15])=[O:14])[C:9]([F:34])=[CH:8][C:3]=1[C:4]([O:6]C)=[O:5].[OH-].[Li+].Cl, predict the reaction product. The product is: [F:1][C:2]1[CH:11]=[C:10]([NH:12][S:13]([C:16]2[CH:21]=[CH:20][C:19]([C:22]3[CH:27]=[CH:26][N:25]=[C:24]([CH:28]4[CH2:33][CH2:32][O:31][CH2:30][CH2:29]4)[CH:23]=3)=[CH:18][N:17]=2)(=[O:15])=[O:14])[C:9]([F:34])=[CH:8][C:3]=1[C:4]([OH:6])=[O:5].